Dataset: Forward reaction prediction with 1.9M reactions from USPTO patents (1976-2016). Task: Predict the product of the given reaction. (1) Given the reactants [CH3:1][N:2]1[C:7]2=[N:8][C:9]([NH:12][C:13]3[CH:18]=[CH:17][C:16]([N:19]4[CH2:24][CH2:23][N:22]([CH3:25])[CH2:21][CH2:20]4)=[CH:15][CH:14]=3)=[N:10][CH:11]=[C:6]2[CH2:5][NH:4][C:3]1=[O:26].FC(F)(F)C(O)=O.CC(C)([O-])C.[K+], predict the reaction product. The product is: [CH3:1][N:2]1[C:7]2=[N:8][C:9]([NH:12][C:13]3[CH:14]=[CH:15][C:16]([N:19]4[CH2:20][CH2:21][N:22]([CH3:25])[CH2:23][CH2:24]4)=[CH:17][CH:18]=3)=[N:10][CH:11]=[C:6]2[CH:5]=[N:4][C:3]1=[O:26]. (2) The product is: [CH2:1]([NH:8][C:9]1[CH:14]=[C:13]([C:28]2[CH:33]=[CH:32][CH:31]=[C:30]([S:34]([NH2:37])(=[O:36])=[O:35])[CH:29]=2)[CH:12]=[CH:11][C:10]=1[N+:24]([O-:26])=[O:25])[C:2]1[CH:3]=[CH:4][CH:5]=[CH:6][CH:7]=1. Given the reactants [CH2:1]([NH:8][C:9]1[CH:14]=[C:13](B2OC(C)(C)C(C)(C)O2)[CH:12]=[CH:11][C:10]=1[N+:24]([O-:26])=[O:25])[C:2]1[CH:7]=[CH:6][CH:5]=[CH:4][CH:3]=1.Br[C:28]1[CH:29]=[C:30]([S:34]([NH2:37])(=[O:36])=[O:35])[CH:31]=[CH:32][CH:33]=1.C(=O)([O-])[O-].[Na+].[Na+], predict the reaction product. (3) Given the reactants COC(N[C@@H](C(C)C)C(O)=O)=O.[CH3:13][C@@H:14]1[CH2:19][CH:18]([C@H:20]([NH:24]C(OC)=O)[C:21]([OH:23])=[O:22])C[C@@H](C)O1, predict the reaction product. The product is: [CH3:13][CH:14]1[NH:24][CH:20]([C:21]([OH:23])=[O:22])[CH2:18][CH2:19]1. (4) Given the reactants I[C:2]1[CH:7]=[CH:6][C:5]([N+:8]([O-:10])=[O:9])=[CH:4][CH:3]=1.[CH3:11][C:12]1([CH3:23])[C:16](C)(C)OB(C=C(C)C)O1.C(=O)(O)[O-].[Na+].ClCCl, predict the reaction product. The product is: [C:12]([C:3]1[CH:4]=[C:5]([N+:8]([O-:10])=[O:9])[CH:6]=[CH:7][C:2]=1[CH:11]=[C:12]([CH3:23])[CH3:16])([CH3:23])([CH3:16])[CH3:11]. (5) The product is: [CH:13]([CH:9]([CH:8]1[CH2:16][NH:17][C:6](=[O:5])[CH2:7]1)[CH2:10][CH2:11][CH3:12])([CH3:15])[CH3:14]. Given the reactants C([O:5][C:6](=O)[CH2:7][CH:8]([C:16]#[N:17])[CH:9]([CH:13]([CH3:15])[CH3:14])[CH2:10][CH2:11][CH3:12])(C)(C)C, predict the reaction product. (6) The product is: [CH2:1]([O:3][C:4](=[O:28])[C:5]([O:7][C:8]1[CH:17]=[C:16]([OH:18])[C:15]2[C:10](=[CH:11][CH:12]=[CH:13][CH:14]=2)[CH:9]=1)([CH3:27])[CH3:6])[CH3:2]. Given the reactants [CH2:1]([O:3][C:4](=[O:28])[C:5]([CH3:27])([O:7][C:8]1[CH:17]=[C:16]([O:18]COCC[Si](C)(C)C)[C:15]2[C:10](=[CH:11][CH:12]=[CH:13][CH:14]=2)[CH:9]=1)[CH3:6])[CH3:2].C[Si](C)(C)CCOCOC1C2C(=CC=CC=2)C=C(O)C=1.BrC(C)(C)C(OCC)=O.C(=O)([O-])[O-].[Cs+].[Cs+].Cl.CCO, predict the reaction product. (7) Given the reactants Br[C:2]1[CH:7]=[CH:6][C:5]([C@@H:8]([NH:10][C:11]2[N:12]=[CH:13][C:14]3[N:20]([CH3:21])[C:19](=[O:22])[C:18]([CH3:24])([CH3:23])[CH2:17][N:16]([CH:25]4[CH2:29][CH2:28][CH2:27][CH2:26]4)[C:15]=3[N:30]=2)[CH3:9])=[CH:4][CH:3]=1.[CH3:31][N:32]1[CH2:37][CH2:36][NH:35][CH2:34][CH2:33]1.C(P(C(C)(C)C)C1C=CC=CC=1C1C=CC=CC=1)(C)(C)C.[O-]P([O-])([O-])=O.[K+].[K+].[K+], predict the reaction product. The product is: [CH:25]1([N:16]2[CH2:17][C:18]([CH3:24])([CH3:23])[C:19](=[O:22])[N:20]([CH3:21])[C:14]3[CH:13]=[N:12][C:11]([NH:10][C@H:8]([C:5]4[CH:6]=[CH:7][C:2]([N:35]5[CH2:36][CH2:37][N:32]([CH3:31])[CH2:33][CH2:34]5)=[CH:3][CH:4]=4)[CH3:9])=[N:30][C:15]2=3)[CH2:29][CH2:28][CH2:27][CH2:26]1.